Dataset: CYP3A4 inhibition data for predicting drug metabolism from PubChem BioAssay. Task: Regression/Classification. Given a drug SMILES string, predict its absorption, distribution, metabolism, or excretion properties. Task type varies by dataset: regression for continuous measurements (e.g., permeability, clearance, half-life) or binary classification for categorical outcomes (e.g., BBB penetration, CYP inhibition). Dataset: cyp3a4_veith. (1) The result is 1 (inhibitor). The drug is CN(C)c1ccc(-c2ccc3ncnc(NCc4ccccc4)c3c2)cc1. (2) The drug is CC(C)CC(=O)N[C@H](C(=O)N[C@H](C(=O)N[C@@H](CC(C)C)[C@H](O)CC(=O)N[C@@H](C)C(=O)N[C@@H](CC(C)C)[C@H](O)CC(=O)O)C(C)C)C(C)C. The result is 0 (non-inhibitor).